From a dataset of Forward reaction prediction with 1.9M reactions from USPTO patents (1976-2016). Predict the product of the given reaction. (1) Given the reactants Cl.FC1C=C(C=CC=1)CN1C=C(C2C3C(=NC=C(C4C=CC(C5CCNCC5)=CC=4)C=3)N(S(C3C=CC(C)=CC=3)(=O)=O)C=2)C=N1.[F:46][C:47]1[CH:52]=[C:51]([C:53]2[CH:54]=[C:55]3[C:61]([C:62]4[CH:63]=[N:64][N:65]([CH2:67][C:68]5[CH:73]=[CH:72][CH:71]=[C:70]([F:74])[CH:69]=5)[CH:66]=4)=[CH:60][N:59](S(C4C=CC(C)=CC=4)(=O)=O)[C:56]3=[N:57][CH:58]=2)[CH:50]=[CH:49][C:48]=1[CH:85]1[CH2:90][CH2:89][N:88]([C:91]([O:93][C:94]([CH3:97])([CH3:96])[CH3:95])=[O:92])[CH2:87][CH2:86]1.[OH-].[Li+], predict the reaction product. The product is: [F:46][C:47]1[CH:52]=[C:51]([C:53]2[CH:54]=[C:55]3[C:61]([C:62]4[CH:63]=[N:64][N:65]([CH2:67][C:68]5[CH:73]=[CH:72][CH:71]=[C:70]([F:74])[CH:69]=5)[CH:66]=4)=[CH:60][NH:59][C:56]3=[N:57][CH:58]=2)[CH:50]=[CH:49][C:48]=1[CH:85]1[CH2:86][CH2:87][N:88]([C:91]([O:93][C:94]([CH3:97])([CH3:96])[CH3:95])=[O:92])[CH2:89][CH2:90]1. (2) Given the reactants [C:1]([CH2:3][C@@H:4]([NH:6][C:7](=[O:13])[O:8][C:9]([CH3:12])([CH3:11])[CH3:10])[CH3:5])#N.[H-].C([Al+]CC(C)C)C(C)C.CC[O:26]CC, predict the reaction product. The product is: [CH3:5][C@H:4]([NH:6][C:7](=[O:13])[O:8][C:9]([CH3:12])([CH3:11])[CH3:10])[CH2:3][CH:1]=[O:26]. (3) Given the reactants [CH:1]([C:3]1[CH:4]=[C:5]([CH:13]=[CH:14][CH:15]=1)[O:6][CH2:7][C:8]([O:10]CC)=[O:9])=O.[OH:16][C:17]1[CH:22]=[CH:21][C:20]([C:23](=[O:25])[CH3:24])=[CH:19][C:18]=1[CH3:26].[OH-].[K+].Cl, predict the reaction product. The product is: [OH:16][C:17]1[CH:22]=[CH:21][C:20]([C:23](=[O:25])/[CH:24]=[CH:1]/[C:3]2[CH:4]=[C:5]([CH:13]=[CH:14][CH:15]=2)[O:6][CH2:7][C:8]([OH:10])=[O:9])=[CH:19][C:18]=1[CH3:26].